Predict hERG channel inhibition at various concentrations. From a dataset of hERG Central: cardiac toxicity at 1µM, 10µM, and general inhibition. (1) The compound is Cc1ccccc1CSc1nnc(-c2ccco2)n1Cc1ccco1. Results: hERG_inhib (hERG inhibition (general)): blocker. (2) The molecule is CC(C)N(CCNC(=O)c1oc(=O)c2ccccc2c1-c1ccccc1)Cc1ccco1. Results: hERG_inhib (hERG inhibition (general)): blocker. (3) The drug is Cc1ccc(-c2csc3nnc(SCC(=O)N4CCN(Cc5ccccc5)CC4)n23)cc1. Results: hERG_inhib (hERG inhibition (general)): blocker. (4) The drug is Cc1occc1-c1nnc(SCC(=O)Nc2ccccc2)n1Cc1ccccc1. Results: hERG_inhib (hERG inhibition (general)): blocker. (5) The molecule is Cc1ccc(-c2nc(N3CCN(C)CC3)c3ccccc3n2)cc1.Cl. Results: hERG_inhib (hERG inhibition (general)): blocker. (6) The compound is O=C(COc1ccc(F)c(Cl)c1)N1CCN(c2ccccn2)CC1. Results: hERG_inhib (hERG inhibition (general)): blocker. (7) The molecule is CCCCN(C)C(=O)C1CCN(Cc2cccc(OCc3ccccc3)c2)CC1.O=C(O)C(=O)O. Results: hERG_inhib (hERG inhibition (general)): blocker. (8) The molecule is COc1ccc(CN2CCc3c([nH]c4ccccc34)C2)c(OC)c1C. Results: hERG_inhib (hERG inhibition (general)): blocker. (9) The drug is CCN(Cc1ccc(C#CCCO)cc1)CC1CCCN(CCc2cccc(F)c2)C1. Results: hERG_inhib (hERG inhibition (general)): blocker.